From a dataset of Full USPTO retrosynthesis dataset with 1.9M reactions from patents (1976-2016). Predict the reactants needed to synthesize the given product. (1) Given the product [N:1]1([CH2:13][C:14]#[N:15])[C:9]2[C:4](=[CH:5][CH:6]=[CH:7][CH:8]=2)[CH:3]=[CH:2]1, predict the reactants needed to synthesize it. The reactants are: [NH:1]1[C:9]2[C:4](=[CH:5][CH:6]=[CH:7][CH:8]=2)[CH:3]=[CH:2]1.[H-].[Na+].Br[CH2:13][C:14]#[N:15]. (2) Given the product [F:6][C:7]1[CH:12]=[CH:11][CH:10]=[C:9]2[C:8]=1[NH:13][C:14](=[O:18])[C:15]2=[O:20], predict the reactants needed to synthesize it. The reactants are: S(=O)(=O)(O)O.[F:6][C:7]1[CH:12]=[CH:11][CH:10]=[CH:9][C:8]=1[NH:13][C:14](=[O:18])[CH:15]=NO.S([O-])([O-])(=O)=[O:20].[Na+].[Na+].C(OC(C)C)(=O)C. (3) The reactants are: [Cl:1][C:2]1[C:3]([NH:12][S:13]([C:16]2[CH:25]=[CH:24][C:19]([C:20]([O:22][CH3:23])=[O:21])=[CH:18][CH:17]=2)(=[O:15])=[O:14])=[N:4][CH:5]=[C:6]([C:8]([F:11])([F:10])[F:9])[CH:7]=1.Br[CH2:27][C:28]1[CH:33]=[CH:32][CH:31]=[CH:30][C:29]=1[F:34]. Given the product [Cl:1][C:2]1[C:3]([N:12]([CH2:27][C:28]2[CH:33]=[CH:32][CH:31]=[CH:30][C:29]=2[F:34])[S:13]([C:16]2[CH:25]=[CH:24][C:19]([C:20]([O:22][CH3:23])=[O:21])=[CH:18][CH:17]=2)(=[O:15])=[O:14])=[N:4][CH:5]=[C:6]([C:8]([F:11])([F:9])[F:10])[CH:7]=1, predict the reactants needed to synthesize it. (4) Given the product [F:1][C:2]1[CH:3]=[C:4]2[C:9](=[CH:10][CH:11]=1)[N:8]=[C:7]([C@@H:12]([NH2:14])[CH3:13])[C:6]([C:25]1[CH:26]=[N:27][CH:28]=[CH:29][CH:30]=1)=[C:5]2[O:31][CH3:32], predict the reactants needed to synthesize it. The reactants are: [F:1][C:2]1[CH:3]=[C:4]2[C:9](=[CH:10][CH:11]=1)[N:8]=[C:7]([C@@H:12]([N:14]1C(=O)C3C(=CC=CC=3)C1=O)[CH3:13])[C:6]([C:25]1[CH:26]=[N:27][CH:28]=[CH:29][CH:30]=1)=[C:5]2[O:31][CH3:32].NN.